From a dataset of Peptide-MHC class I binding affinity with 185,985 pairs from IEDB/IMGT. Regression. Given a peptide amino acid sequence and an MHC pseudo amino acid sequence, predict their binding affinity value. This is MHC class I binding data. (1) The peptide sequence is SRWRIRSGL. The MHC is HLA-B15:42 with pseudo-sequence HLA-B15:42. The binding affinity (normalized) is 0.213. (2) The peptide sequence is YIFWIRTPR. The MHC is HLA-A11:01 with pseudo-sequence HLA-A11:01. The binding affinity (normalized) is 0.629.